This data is from Forward reaction prediction with 1.9M reactions from USPTO patents (1976-2016). The task is: Predict the product of the given reaction. (1) Given the reactants [CH2:1]([O:3][C:4](=[O:24])[CH2:5][CH:6]([N:8]1[CH2:13][CH2:12][CH:11]([C:14]([O:16]CC2C=CC=CC=2)=[O:15])[CH2:10][CH2:9]1)[CH3:7])[CH3:2], predict the reaction product. The product is: [CH2:1]([O:3][C:4](=[O:24])[CH2:5][CH:6]([N:8]1[CH2:13][CH2:12][CH:11]([C:14]([OH:16])=[O:15])[CH2:10][CH2:9]1)[CH3:7])[CH3:2]. (2) Given the reactants [Cl:1][C:2]1[CH:7]=[CH:6][C:5]([S:8][C:9]2[C:10]([C:20]3[CH:28]=[CH:27][C:23]([C:24]([OH:26])=[O:25])=[CH:22][CH:21]=3)=[N:11][N:12]([C:14]3[CH:19]=[CH:18][CH:17]=[CH:16][CH:15]=3)[CH:13]=2)=[CH:4][CH:3]=1.CO.[Si](C=[N+]=[N-])(C)(C)[CH3:32], predict the reaction product. The product is: [Cl:1][C:2]1[CH:7]=[CH:6][C:5]([S:8][C:9]2[C:10]([C:20]3[CH:21]=[CH:22][C:23]([C:24]([O:26][CH3:32])=[O:25])=[CH:27][CH:28]=3)=[N:11][N:12]([C:14]3[CH:19]=[CH:18][CH:17]=[CH:16][CH:15]=3)[CH:13]=2)=[CH:4][CH:3]=1. (3) Given the reactants [Br:1][C:2]1[N:7]2[N:8]=[CH:9][N:10]=[C:6]2[C:5](Br)=[N:4][CH:3]=1.[NH2:12][C:13]1[CH:14]=[C:15]([CH:21]=[CH:22][CH:23]=1)[C:16]([O:18][CH2:19][CH3:20])=[O:17].Br, predict the reaction product. The product is: [CH2:19]([O:18][C:16](=[O:17])[C:15]1[CH:21]=[CH:22][CH:23]=[C:13]([NH:12][C:5]2[C:6]3[N:7]([N:8]=[CH:9][N:10]=3)[C:2]([Br:1])=[CH:3][N:4]=2)[CH:14]=1)[CH3:20]. (4) Given the reactants [N+](C1C=CC(O[C:11](=[O:39])[NH:12][C:13]2[CH:18]=[C:17]([Cl:19])[CH:16]=[CH:15][C:14]=2[O:20][CH2:21][C:22]([N:24]2[CH2:29][CH2:28][N:27]([CH2:30][C:31]3[CH:36]=[CH:35][C:34]([F:37])=[CH:33][CH:32]=3)[CH2:26][C@H:25]2[CH3:38])=[O:23])=CC=1)([O-])=O.Cl.[CH3:41][O:42][C:43](=[O:47])[CH2:44][CH2:45][NH2:46].C(N(CC)CC)C, predict the reaction product. The product is: [CH3:41][O:42][C:43](=[O:47])[CH2:44][CH2:45][NH:46][C:11]([NH:12][C:13]1[CH:18]=[C:17]([Cl:19])[CH:16]=[CH:15][C:14]=1[O:20][CH2:21][C:22]([N:24]1[CH2:29][CH2:28][N:27]([CH2:30][C:31]2[CH:36]=[CH:35][C:34]([F:37])=[CH:33][CH:32]=2)[CH2:26][C@H:25]1[CH3:38])=[O:23])=[O:39]. (5) Given the reactants [N:1]([CH2:4][CH2:5][O:6][CH2:7][C@H:8]1[O:12][N:11]=[C:10]([C:13]2[CH:18]=[CH:17][C:16](Br)=[CH:15][N:14]=2)[CH2:9]1)=[N+:2]=[N-:3].[F:20][C:21]1[CH:22]=[C:23](N2C[C@H](CN3C=CN=N3)OC2=O)[CH:24]=[CH:25][C:26]=1B1OC(C)(C)C(C)(C)O1.[C:48](=[O:51])([O-])[O-:49].[K+].[K+].[CH3:54][N:55]([CH:57]=O)C, predict the reaction product. The product is: [N:1]([CH2:4][CH2:5][O:6][CH2:7][C@H:8]1[O:12][N:11]=[C:10]([C:13]2[C:18]([C:24]3[C:23]([CH:10]4[CH:9]([CH2:54][N:55]5[CH:57]=[CH:4][N:1]=[N:2]5)[O:49][C:48](=[O:51])[NH:11]4)=[CH:22][C:21]([F:20])=[CH:26][CH:25]=3)=[CH:17][CH:16]=[CH:15][N:14]=2)[CH2:9]1)=[N+:2]=[N-:3]. (6) Given the reactants [CH:1]1([CH2:4][O:5][C:6]2[CH:11]=[CH:10][N:9]=[CH:8][C:7]=2[N+:12]([O-])=O)[CH2:3][CH2:2]1, predict the reaction product. The product is: [CH:1]1([CH2:4][O:5][C:6]2[CH:11]=[CH:10][N:9]=[CH:8][C:7]=2[NH2:12])[CH2:2][CH2:3]1. (7) The product is: [CH2:1]([O:8][C:9]1[CH:10]=[C:11]([CH:12]=[CH:13][CH:14]=1)[O:15][C:19]1[CH:24]=[C:23]([N:25]2[C:30](=[O:31])[CH:29]=[C:28]([C:32]([F:34])([F:35])[F:33])[N:27]([CH3:36])[C:26]2=[O:37])[C:22]([F:38])=[CH:21][C:20]=1[N+:39]([O-:41])=[O:40])[C:2]1[CH:3]=[CH:4][CH:5]=[CH:6][CH:7]=1. Given the reactants [CH2:1]([O:8][C:9]1[CH:10]=[C:11]([OH:15])[CH:12]=[CH:13][CH:14]=1)[C:2]1[CH:7]=[CH:6][CH:5]=[CH:4][CH:3]=1.[H-].[Na+].F[C:19]1[CH:24]=[C:23]([N:25]2[C:30](=[O:31])[CH:29]=[C:28]([C:32]([F:35])([F:34])[F:33])[N:27]([CH3:36])[C:26]2=[O:37])[C:22]([F:38])=[CH:21][C:20]=1[N+:39]([O-:41])=[O:40], predict the reaction product.